This data is from Catalyst prediction with 721,799 reactions and 888 catalyst types from USPTO. The task is: Predict which catalyst facilitates the given reaction. (1) Reactant: [CH2:1]([C:7]1[CH:8]=[C:9]([C:13]2[N:17]([CH3:18])[C:16]([C:19]([N:21]3[CH2:26][CH2:25][CH:24]([N:27]4[CH2:31][CH2:30][CH2:29][CH2:28]4)[CH2:23][CH2:22]3)=[O:20])=[C:15](I)[N:14]=2)[CH:10]=[CH:11][CH:12]=1)[CH2:2][CH2:3][CH2:4][CH2:5][CH3:6].[CH:33]1(B(O)O)[CH2:35][CH2:34]1.P([O-])([O-])([O-])=O.[K+].[K+].[K+].C1(P(C2CCCCC2)C2CCCCC2)CCCCC1. Product: [CH:33]1([C:15]2[N:14]=[C:13]([C:9]3[CH:10]=[CH:11][CH:12]=[C:7]([CH2:1][CH2:2][CH2:3][CH2:4][CH2:5][CH3:6])[CH:8]=3)[N:17]([CH3:18])[C:16]=2[C:19]([N:21]2[CH2:22][CH2:23][CH:24]([N:27]3[CH2:31][CH2:30][CH2:29][CH2:28]3)[CH2:25][CH2:26]2)=[O:20])[CH2:35][CH2:34]1. The catalyst class is: 493. (2) Reactant: [C:1]([O:5][C:6]([N:8]1[CH2:13][CH2:12][CH2:11][C@@H:10]([C:14]#[N:15])[CH2:9]1)=[O:7])([CH3:4])([CH3:3])[CH3:2].[NH2:16][OH:17]. Product: [C:1]([O:5][C:6]([N:8]1[CH2:13][CH2:12][CH2:11][C@@H:10]([C:14](=[NH:15])[NH:16][OH:17])[CH2:9]1)=[O:7])([CH3:4])([CH3:3])[CH3:2]. The catalyst class is: 8. (3) Reactant: [F:1][C:2]([F:26])([F:25])[O:3][C:4]1[CH:9]=[CH:8][C:7]([N:10]2[CH:14]=[N:13][C:12]([C:15]3[CH:20]=[CH:19][C:18]([CH2:21][CH:22]([NH2:24])[CH3:23])=[CH:17][CH:16]=3)=[N:11]2)=[CH:6][CH:5]=1.[OH:27][C@@H:28]([C@H:32]([OH:36])[C:33]([OH:35])=[O:34])[C:29]([OH:31])=[O:30]. Product: [OH:27][C@@H:28]([C@H:32]([OH:36])[C:33]([OH:35])=[O:34])[C:29]([OH:31])=[O:30].[F:26][C:2]([F:1])([F:25])[O:3][C:4]1[CH:5]=[CH:6][C:7]([N:10]2[CH:14]=[N:13][C:12]([C:15]3[CH:20]=[CH:19][C:18]([CH2:21][C@H:22]([NH2:24])[CH3:23])=[CH:17][CH:16]=3)=[N:11]2)=[CH:8][CH:9]=1. The catalyst class is: 5. (4) Reactant: ClC1C=CC(C[N:7]2[C:16](=[O:17])[C:15]3[C:10](=[CH:11][CH:12]=[C:13]([O:18][CH2:19][CH:20]([F:22])[F:21])[CH:14]=3)[N:9]([CH:23]3[CH2:28][CH2:27][N:26](C=O)[CH2:25][CH2:24]3)[C:8]2=[O:31])=CC=1. Product: [F:22][CH:20]([F:21])[CH2:19][O:18][C:13]1[CH:14]=[C:15]2[C:10](=[CH:11][CH:12]=1)[N:9]([CH:23]1[CH2:24][CH2:25][NH:26][CH2:27][CH2:28]1)[C:8](=[O:31])[NH:7][C:16]2=[O:17]. The catalyst class is: 106. (5) Reactant: [CH:1](NC(C)C)(C)C.[Li]CCCC.[CH3:13][C:14]1([C:26]([O-:28])=[O:27])[CH2:18][CH2:17][CH2:16][N:15]1[C:19]([O:21][C:22]([CH3:25])([CH3:24])[CH3:23])=[O:20].C([N-]C(C)C)(C)C.[Li+].CI. Product: [CH3:13][C:14]1([C:26]([O:28][CH3:1])=[O:27])[CH2:18][CH2:17][CH2:16][N:15]1[C:19]([O:21][C:22]([CH3:23])([CH3:24])[CH3:25])=[O:20]. The catalyst class is: 1.